Dataset: Catalyst prediction with 721,799 reactions and 888 catalyst types from USPTO. Task: Predict which catalyst facilitates the given reaction. (1) Reactant: [C:1](OC(=O)C)(=[O:3])[CH3:2].[NH2:8][CH2:9][CH2:10][CH:11]([NH:19][C:20](=[O:26])[O:21][C:22]([CH3:25])([CH3:24])[CH3:23])[C:12]1[CH:17]=[CH:16][C:15]([Cl:18])=[CH:14][CH:13]=1.C(N(CC)C(C)C)(C)C. Product: [C:1]([NH:8][CH2:9][CH2:10][CH:11]([NH:19][C:20](=[O:26])[O:21][C:22]([CH3:23])([CH3:25])[CH3:24])[C:12]1[CH:13]=[CH:14][C:15]([Cl:18])=[CH:16][CH:17]=1)(=[O:3])[CH3:2]. The catalyst class is: 2. (2) Reactant: [C:1]([C:4]1[CH:13]=[CH:12][C:11]([OH:14])=[C:10]2[C:5]=1[CH:6]=[CH:7][C:8](=[O:15])[NH:9]2)(=[O:3])[CH3:2].C([O-])(O)=O.[Na+].[I-].[Na+].Cl[CH2:24][C:25]1[CH:30]=[CH:29][C:28]([O:31][CH3:32])=[CH:27][CH:26]=1. The catalyst class is: 9. Product: [C:1]([C:4]1[CH:13]=[CH:12][C:11]([O:14][CH2:24][C:25]2[CH:30]=[CH:29][C:28]([O:31][CH3:32])=[CH:27][CH:26]=2)=[C:10]2[C:5]=1[CH:6]=[CH:7][C:8](=[O:15])[NH:9]2)(=[O:3])[CH3:2]. (3) Reactant: [N+](C1C=CC(O[C:11]([N:13]2[C:21]3[C:16](=[CH:17][CH:18]=[CH:19][CH:20]=3)[C:15]([C:22]([O:24][CH2:25][C:26]3[CH:31]=[CH:30][CH:29]=[CH:28][CH:27]=3)=[O:23])=[CH:14]2)=[O:12])=CC=1)([O-])=O.[CH3:32][NH2:33]. Product: [CH2:25]([O:24][C:22]([C:15]1[C:16]2[C:21](=[CH:20][CH:19]=[CH:18][CH:17]=2)[N:13]([C:11](=[O:12])[NH:33][CH3:32])[CH:14]=1)=[O:23])[C:26]1[CH:27]=[CH:28][CH:29]=[CH:30][CH:31]=1. The catalyst class is: 1. (4) Reactant: [CH3:1][O:2][C:3](=[O:12])[C:4]1[CH:9]=[CH:8][C:7]([CH:10]=[O:11])=[CH:6][CH:5]=1.[CH2:13]([Mg]Cl)[CH:14]([CH3:16])[CH3:15]. Product: [OH:11][CH:10]([C:7]1[CH:8]=[CH:9][C:4]([C:3]([O:2][CH3:1])=[O:12])=[CH:5][CH:6]=1)[CH2:13][CH:14]([CH3:16])[CH3:15]. The catalyst class is: 7. (5) The catalyst class is: 461. Reactant: [Cl:1][C:2]1[C:7]([NH:8][S:9]([C:12]2[CH:17]=[CH:16][C:15]([O:18][CH3:19])=[CH:14][CH:13]=2)(=[O:11])=[O:10])=[CH:6][C:5](B2OC(C)(C)C(C)(C)O2)=[CH:4][N:3]=1.Br[C:30]1[CH:46]=[CH:45][C:33]2[N:34]=[C:35]([NH:37][CH2:38][CH:39]3[CH2:44][CH2:43][CH2:42][CH2:41][CH2:40]3)[S:36][C:32]=2[CH:31]=1.C(=O)(O)[O-].[Na+]. Product: [Cl:1][C:2]1[C:7]([NH:8][S:9]([C:12]2[CH:13]=[CH:14][C:15]([O:18][CH3:19])=[CH:16][CH:17]=2)(=[O:10])=[O:11])=[CH:6][C:5]([C:30]2[CH:46]=[CH:45][C:33]3[N:34]=[C:35]([NH:37][CH2:38][CH:39]4[CH2:44][CH2:43][CH2:42][CH2:41][CH2:40]4)[S:36][C:32]=3[CH:31]=2)=[CH:4][N:3]=1. (6) Reactant: [CH2:1]([NH:5][C:6](=[O:20])[C@H:7]([CH2:16][CH2:17][CH2:18][CH3:19])[NH:8]C(OC(C)(C)C)=O)[CH2:2][CH2:3][CH3:4].C([Cl:24])(=O)C. Product: [ClH:24].[CH2:1]([NH:5][C:6](=[O:20])[C@H:7]([CH2:16][CH2:17][CH2:18][CH3:19])[NH2:8])[CH2:2][CH2:3][CH3:4]. The catalyst class is: 5. (7) Product: [F:7][C:8]1[CH:13]=[CH:12][C:11]([O:14][CH3:15])=[CH:10][C:9]=1[C:16]1[CH:21]=[CH:20][C:19]([O:22][CH2:23][C:24]2[CH:29]=[CH:28][C:27]([O:30][CH3:31])=[CH:26][CH:25]=2)=[CH:18][C:17]=1[CH2:32][OH:33]. The catalyst class is: 1. Reactant: [H-].[Al+3].[Li+].[H-].[H-].[H-].[F:7][C:8]1[CH:13]=[CH:12][C:11]([O:14][CH3:15])=[CH:10][C:9]=1[C:16]1[C:17]([C:32](OCC)=[O:33])=[CH:18][C:19]([O:22][CH2:23][C:24]2[CH:29]=[CH:28][C:27]([O:30][CH3:31])=[CH:26][CH:25]=2)=[CH:20][CH:21]=1.O.O.O.O.O.O.O.O.O.O.S([O-])([O-])(=O)=O.[Na+].[Na+]. (8) Reactant: [F:1][C:2]([F:10])([F:9])[CH2:3][NH:4][S:5](Cl)(=[O:7])=[O:6].[F:11][C:12]1[CH:17]=[CH:16][C:15]([C:18]2[N:22]([CH3:23])[N:21]=[C:20]([C:24]3[CH:25]=[C:26]([C:30]([NH2:33])([CH3:32])[CH3:31])[CH:27]=[CH:28][CH:29]=3)[CH:19]=2)=[CH:14][CH:13]=1.CCN(CC)CC. Product: [F:11][C:12]1[CH:13]=[CH:14][C:15]([C:18]2[N:22]([CH3:23])[N:21]=[C:20]([C:24]3[CH:25]=[C:26]([C:30]([NH:33][S:5]([NH:4][CH2:3][C:2]([F:10])([F:9])[F:1])(=[O:7])=[O:6])([CH3:31])[CH3:32])[CH:27]=[CH:28][CH:29]=3)[CH:19]=2)=[CH:16][CH:17]=1. The catalyst class is: 2.